From a dataset of Reaction yield outcomes from USPTO patents with 853,638 reactions. Predict the reaction yield, written as a fraction of the theoretical maximum amount of product (1.0 means a 100% yield; for example, 0.34 means a 34% yield). The reactants are [NH2:1][C:2]1[N:7]=[C:6]([NH:8][C:9]2[CH:10]=[CH:11][C:12]([NH:15]C(=O)C)=[N:13][CH:14]=2)[CH:5]=[C:4]([CH3:19])[N:3]=1.Cl.O. The catalyst is O1CCOCC1.CO. The product is [NH2:15][C:12]1[N:13]=[CH:14][C:9]([NH:8][C:6]2[CH:5]=[C:4]([CH3:19])[N:3]=[C:2]([NH2:1])[N:7]=2)=[CH:10][CH:11]=1. The yield is 0.990.